From a dataset of Cav3 T-type calcium channel HTS with 100,875 compounds. Binary Classification. Given a drug SMILES string, predict its activity (active/inactive) in a high-throughput screening assay against a specified biological target. (1) The compound is Fc1c2n(c3cc(F)c(F)cc3)cc(c(=O)c2c(F)c(F)c1F)C(O)=O. The result is 0 (inactive). (2) The compound is S(\C(Nc1ccc(CC)cc1)=C(\C(=O)N)C#N)C. The result is 0 (inactive). (3) The molecule is Clc1cc(C2n3[nH]c(nc3=NC3=C2C(=O)CCC3)C(OC)=O)ccc1. The result is 0 (inactive). (4) The molecule is Brc1sc(C(=O)N2CCCC2)cc1. The result is 0 (inactive). (5) The molecule is S(=O)(=O)(N1CCc2c1cccc2)c1cc(C(=O)Nc2sc3CN(CCc3n2)Cc2ccccc2)ccc1. The result is 0 (inactive). (6) The drug is O(C(=O)c1[nH]c(c(c1C)CCC(OC)=O)C)CC. The result is 0 (inactive).